This data is from Catalyst prediction with 721,799 reactions and 888 catalyst types from USPTO. The task is: Predict which catalyst facilitates the given reaction. Reactant: Cl[C:2]1[N:7]=[C:6](Cl)[C:5]([F:9])=[CH:4][N:3]=1.[NH:10]1[CH2:18][CH2:17][CH2:16][CH:12]([C:13]([NH2:15])=[O:14])[CH2:11]1.[NH2:19][C:20]1[CH:25]=[CH:24][C:23]([N:26]2[CH2:31][CH2:30][N:29]([C:32](=[O:34])[CH3:33])[CH2:28][CH2:27]2)=[CH:22][CH:21]=1.C(O)CCC. Product: [C:32]([N:29]1[CH2:28][CH2:27][N:26]([C:23]2[CH:24]=[CH:25][C:20]([NH:19][C:2]3[N:7]=[C:6]([N:10]4[CH2:18][CH2:17][CH2:16][CH:12]([C:13]([NH2:15])=[O:14])[CH2:11]4)[C:5]([F:9])=[CH:4][N:3]=3)=[CH:21][CH:22]=2)[CH2:31][CH2:30]1)(=[O:34])[CH3:33]. The catalyst class is: 23.